From a dataset of Reaction yield outcomes from USPTO patents with 853,638 reactions. Predict the reaction yield, written as a fraction of the theoretical maximum amount of product (1.0 means a 100% yield; for example, 0.34 means a 34% yield). (1) The reactants are [NH2:1][C:2]1[C:11]2[C:6](=[C:7](Br)[CH:8]=[CH:9][CH:10]=2)[N:5]=[N:4][C:3]=1[C:13]([NH:15][CH2:16][CH2:17][CH3:18])=[O:14].[Cl:19][C:20]1[CH:25]=[CH:24][C:23]([Cl:26])=[CH:22][C:21]=1B(O)O. The product is [NH2:1][C:2]1[C:11]2[C:6](=[C:7]([C:24]3[CH:25]=[C:20]([Cl:19])[CH:21]=[CH:22][C:23]=3[Cl:26])[CH:8]=[CH:9][CH:10]=2)[N:5]=[N:4][C:3]=1[C:13]([NH:15][CH2:16][CH2:17][CH3:18])=[O:14]. No catalyst specified. The yield is 0.470. (2) The reactants are [F:1][C:2]1[CH:3]=[C:4]([CH2:9][C:10]([OH:12])=[O:11])[CH:5]=[CH:6][C:7]=1[F:8].S(=O)(=O)(O)O.[CH3:18]O. No catalyst specified. The product is [CH3:18][O:11][C:10](=[O:12])[CH2:9][C:4]1[CH:5]=[CH:6][C:7]([F:8])=[C:2]([F:1])[CH:3]=1. The yield is 0.990. (3) The reactants are [F:1][C:2]1[CH:18]=[CH:17][C:5]([C:6]([N:8]2[CH2:13][CH2:12][CH2:11][C@H:10]([C:14]([NH2:16])=[O:15])[CH2:9]2)=[O:7])=[CH:4][CH:3]=1.Br.Br[CH2:21][C:22]([C:24]1[CH:29]=[CH:28][C:27]([F:30])=[CH:26][N:25]=1)=O.C(OCC)(=O)C. The catalyst is CN1CCCC1=O. The product is [F:1][C:2]1[CH:3]=[CH:4][C:5]([C:6]([N:8]2[CH2:13][CH2:12][CH2:11][C@H:10]([C:14]3[O:15][CH:21]=[C:22]([C:24]4[CH:29]=[CH:28][C:27]([F:30])=[CH:26][N:25]=4)[N:16]=3)[CH2:9]2)=[O:7])=[CH:17][CH:18]=1. The yield is 0.0200. (4) The reactants are [ClH:1].[NH:2]1[CH:6]=[C:5]([CH2:7][CH2:8][O:9][C:10]2[CH:11]=[C:12]3[C:17](=[CH:18][CH:19]=2)[C:16](=[O:20])[CH2:15][CH2:14][CH2:13]3)[N:4]=[CH:3]1.[CH:21]1[C:26]([CH:27]=O)=[CH:25][CH:24]=[C:23]([C:29]([NH2:31])=[O:30])[CH:22]=1. The catalyst is [OH-].[K+].CCO. The product is [ClH:1].[NH:2]1[CH:6]=[C:5]([CH2:7][CH2:8][O:9][C:10]2[CH:11]=[C:12]3[C:17](=[CH:18][CH:19]=2)[C:16](=[O:20])[C:15](=[CH:27][C:26]2[CH:25]=[CH:24][C:23]([C:29]([NH2:31])=[O:30])=[CH:22][CH:21]=2)[CH2:14][CH2:13]3)[N:4]=[CH:3]1. The yield is 0.420. (5) The reactants are [Cl:1][C:2]1[CH:7]=[CH:6][CH:5]=[CH:4][C:3]=1[CH2:8][CH2:9][N:10]1[CH:14]=[C:13]([C:15]2[CH:20]=[C:19]([C:21]#[N:22])[CH:18]=[CH:17][N:16]=2)[N:12]=[CH:11]1.C1C(=O)N([Br:30])C(=O)C1. The catalyst is C(Cl)Cl. The product is [Br:30][C:14]1[N:10]([CH2:9][CH2:8][C:3]2[CH:4]=[CH:5][CH:6]=[CH:7][C:2]=2[Cl:1])[CH:11]=[N:12][C:13]=1[C:15]1[CH:20]=[C:19]([C:21]#[N:22])[CH:18]=[CH:17][N:16]=1. The yield is 0.950. (6) The reactants are [Cl:1][S:2]([N:5]=[C:6]=[O:7])(=[O:4])=[O:3].[C:8]([OH:12])([CH3:11])([CH3:10])[CH3:9]. The catalyst is C1C=CC=CC=1. The product is [Cl:1][S:2]([NH:5][C:6](=[O:7])[O:12][C:8]([CH3:11])([CH3:10])[CH3:9])(=[O:4])=[O:3]. The yield is 0.650.